The task is: Predict the product of the given reaction.. This data is from Forward reaction prediction with 1.9M reactions from USPTO patents (1976-2016). (1) Given the reactants Cl[C:2]1[C:11]2[C:6](=[CH:7][C:8]([O:14][CH2:15][CH2:16][CH2:17][N:18]3[CH2:22][CH2:21][CH2:20][CH2:19]3)=[C:9]([O:12][CH3:13])[CH:10]=2)[N:5]=[CH:4][N:3]=1.[F:23][C:24]1[CH:32]=[C:31]2[C:27]([CH:28]=[CH:29][NH:30]2)=[CH:26][C:25]=1[OH:33].C(=O)([O-])[O-].[K+].[K+], predict the reaction product. The product is: [F:23][C:24]1[CH:32]=[C:31]2[C:27]([CH:28]=[CH:29][NH:30]2)=[CH:26][C:25]=1[O:33][C:2]1[C:11]2[C:6](=[CH:7][C:8]([O:14][CH2:15][CH2:16][CH2:17][N:18]3[CH2:22][CH2:21][CH2:20][CH2:19]3)=[C:9]([O:12][CH3:13])[CH:10]=2)[N:5]=[CH:4][N:3]=1. (2) The product is: [OH:8][CH2:9][CH2:10][N:11]1[CH:15]=[C:14]([NH:16][C:17]2[CH:25]=[C:24]([N:26]3[C:34]4[CH2:33][C:32]([CH3:35])([CH3:36])[CH2:31][C:30](=[O:37])[C:29]=4[C:28]([CH3:38])=[N:27]3)[CH:23]=[CH:22][C:18]=2[C:19]([NH2:21])=[O:20])[CH:13]=[N:12]1. Given the reactants C([O:8][CH2:9][CH2:10][N:11]1[CH:15]=[C:14]([NH:16][C:17]2[CH:25]=[C:24]([N:26]3[C:34]4[CH2:33][C:32]([CH3:36])([CH3:35])[CH2:31][C:30](=[O:37])[C:29]=4[C:28]([CH3:38])=[N:27]3)[CH:23]=[CH:22][C:18]=2[C:19]([NH2:21])=[O:20])[CH:13]=[N:12]1)C1C=CC=CC=1.C1CCCCC=1.C(O)(=O)C, predict the reaction product. (3) Given the reactants C(OC([N:6]1[CH:10]=[C:9]([C:11]2[C:12]3[CH:19]=[CH:18][N:17]([CH2:20][O:21][CH2:22][CH2:23][Si:24]([CH3:27])([CH3:26])[CH3:25])[C:13]=3[N:14]=[CH:15][N:16]=2)[CH:8]=[N:7]1)C)C.Cl.[OH-].[Na+], predict the reaction product. The product is: [NH:6]1[CH:10]=[C:9]([C:11]2[C:12]3[CH:19]=[CH:18][N:17]([CH2:20][O:21][CH2:22][CH2:23][Si:24]([CH3:27])([CH3:26])[CH3:25])[C:13]=3[N:14]=[CH:15][N:16]=2)[CH:8]=[N:7]1. (4) Given the reactants [NH2:1][C:2]1[CH:30]=[CH:29][C:5]([CH:6]=[CH:7][C:8]2[C:16]3[C:11](=[CH:12][C:13]([C:17]4[CH:22]=[CH:21][C:20]([O:23]COC)=[C:19]([O:27][CH3:28])[CH:18]=4)=[CH:14][CH:15]=3)[NH:10][N:9]=2)=[CH:4][CH:3]=1.C([NH:38][CH2:39][C:40](O)=[O:41])(OC(C)(C)C)=O.CN(C(ON1N=NC2C=CC=NC1=2)=[N+](C)C)C.F[P-](F)(F)(F)(F)F, predict the reaction product. The product is: [OH:23][C:20]1[CH:21]=[CH:22][C:17]([C:13]2[CH:12]=[C:11]3[C:16]([C:8](/[CH:7]=[CH:6]/[C:5]4[CH:29]=[CH:30][C:2]([NH:1][C:40](=[O:41])[CH2:39][NH2:38])=[CH:3][CH:4]=4)=[N:9][NH:10]3)=[CH:15][CH:14]=2)=[CH:18][C:19]=1[O:27][CH3:28]. (5) Given the reactants Br[C:2]1[CH:7]=[CH:6][CH:5]=[C:4]([S:8]([N:11]2[CH2:16][CH2:15][NH:14][CH2:13][CH:12]2[CH3:17])(=[O:10])=[O:9])[CH:3]=1.[B:18]1([B:18]2[O:22][C:21]([CH3:24])([CH3:23])[C:20]([CH3:26])([CH3:25])[O:19]2)[O:22][C:21]([CH3:24])([CH3:23])[C:20]([CH3:26])([CH3:25])[O:19]1.C([O-])(=O)C.[K+], predict the reaction product. The product is: [CH3:25][C:20]1([CH3:26])[C:21]([CH3:24])([CH3:23])[O:22][B:18]([C:2]2[CH:7]=[CH:6][CH:5]=[C:4]([S:8]([N:11]3[CH2:16][CH2:15][NH:14][CH2:13][CH:12]3[CH3:17])(=[O:10])=[O:9])[CH:3]=2)[O:19]1. (6) Given the reactants [F:1][C:2]1[CH:7]=[C:6]([O:8]C)[CH:5]=[C:4]([F:10])[C:3]=1[CH2:11][CH2:12][C:13]([O:15]C(C)(C)C)=[O:14], predict the reaction product. The product is: [F:1][C:2]1[CH:7]=[C:6]([OH:8])[CH:5]=[C:4]([F:10])[C:3]=1[CH2:11][CH2:12][C:13]([OH:15])=[O:14]. (7) Given the reactants CC(C)([O-])C.[Na+].C1C=CC(P(C2C(C3C(P(C4C=CC=CC=4)C4C=CC=CC=4)=CC=C4C=3C=CC=C4)=C3C(C=CC=C3)=CC=2)C2C=CC=CC=2)=CC=1.[CH2:53]([O:55][C:56]([C:58]1[C:67](=[O:68])[C:66]2[C:61](=[CH:62][CH:63]=[C:64](I)[CH:65]=2)[N:60]([CH2:70][CH3:71])[CH:59]=1)=[O:57])[CH3:54].[C:72](=[NH:85])([C:79]1[CH:84]=[CH:83][CH:82]=[CH:81][CH:80]=1)[C:73]1[CH:78]=[CH:77][CH:76]=[CH:75][CH:74]=1, predict the reaction product. The product is: [CH2:53]([O:55][C:56]([C:58]1[C:67](=[O:68])[C:66]2[C:61](=[CH:62][CH:63]=[C:64]([N:85]=[C:72]([C:73]3[CH:78]=[CH:77][CH:76]=[CH:75][CH:74]=3)[C:79]3[CH:84]=[CH:83][CH:82]=[CH:81][CH:80]=3)[CH:65]=2)[N:60]([CH2:70][CH3:71])[CH:59]=1)=[O:57])[CH3:54].